From a dataset of Peptide-MHC class II binding affinity with 134,281 pairs from IEDB. Regression. Given a peptide amino acid sequence and an MHC pseudo amino acid sequence, predict their binding affinity value. This is MHC class II binding data. (1) The peptide sequence is FFHMNIYECKGVTVK. The MHC is HLA-DQA10201-DQB10202 with pseudo-sequence HLA-DQA10201-DQB10202. The binding affinity (normalized) is 0. (2) The peptide sequence is GELQIVDKIDAIFKI. The MHC is DRB5_0101 with pseudo-sequence DRB5_0101. The binding affinity (normalized) is 0.786. (3) The peptide sequence is RTKGTMRASALILIE. The MHC is DRB1_0901 with pseudo-sequence DRB1_0901. The binding affinity (normalized) is 0.872. (4) The peptide sequence is EEFVVEFDLPAIK. The MHC is DRB1_0404 with pseudo-sequence DRB1_0404. The binding affinity (normalized) is 0.820. (5) The peptide sequence is DTPSPKEYKKGDTTTGVY. The MHC is DRB1_1101 with pseudo-sequence DRB1_1101. The binding affinity (normalized) is 0.271. (6) The peptide sequence is EITGIMKDLDEPGHL. The MHC is HLA-DPA10301-DPB10402 with pseudo-sequence HLA-DPA10301-DPB10402. The binding affinity (normalized) is 0.0651.